This data is from Full USPTO retrosynthesis dataset with 1.9M reactions from patents (1976-2016). The task is: Predict the reactants needed to synthesize the given product. (1) Given the product [CH2:1]([O:5][C:6]([C:8]1[N:9]=[C:10]([C:30]#[N:31])[C:11]2[C:16]([C:17]=1[OH:18])=[CH:15][C:14]([O:19][C:20]1[C:25]([CH3:26])=[CH:24][C:23]([CH3:27])=[CH:22][C:21]=1[CH3:28])=[CH:13][CH:12]=2)=[O:7])[CH2:2][CH2:3][CH3:4], predict the reactants needed to synthesize it. The reactants are: [CH2:1]([O:5][C:6]([C:8]1[N:9]=[C:10](Br)[C:11]2[C:16]([C:17]=1[OH:18])=[CH:15][C:14]([O:19][C:20]1[C:25]([CH3:26])=[CH:24][C:23]([CH3:27])=[CH:22][C:21]=1[CH3:28])=[CH:13][CH:12]=2)=[O:7])[CH2:2][CH2:3][CH3:4].[C:30]([Cu])#[N:31]. (2) Given the product [OH:4][C:5]1[CH:10]=[C:9]([OH:11])[CH:8]=[C:7]([O:15][C:16]2[CH:17]=[CH:18][C:19]([N+:22]([O-:24])=[O:23])=[CH:20][CH:21]=2)[C:6]=1[C:25]1[O:29][N:28]=[C:27]([C:30]([O:32][CH2:33][CH3:34])=[O:31])[CH:26]=1, predict the reactants needed to synthesize it. The reactants are: COC[O:4][C:5]1[CH:10]=[C:9]([O:11]COC)[CH:8]=[C:7]([O:15][C:16]2[CH:21]=[CH:20][C:19]([N+:22]([O-:24])=[O:23])=[CH:18][CH:17]=2)[C:6]=1[C:25]1[O:29][N:28]=[C:27]([C:30]([O:32][CH2:33][CH3:34])=[O:31])[CH:26]=1.Cl. (3) Given the product [CH3:19][O:20][C:21](=[O:60])[CH2:22][C:23]1[CH:24]=[N:25][CH:26]=[C:27]([C:29]2[CH:34]=[CH:33][C:32]([C:35]([CH2:36][CH3:37])([C:38]3[CH:43]=[CH:42][C:41]([C:44]#[C:45][C:46]([CH2:54][CH3:55])([OH:49])[CH2:47][CH3:48])=[C:40]([CH3:56])[CH:39]=3)[CH2:57][CH3:58])=[CH:31][C:30]=2[CH3:59])[CH:28]=1, predict the reactants needed to synthesize it. The reactants are: [F-].C([N+](CCCC)(CCCC)CCCC)CCC.[CH3:19][O:20][C:21](=[O:60])[CH2:22][C:23]1[CH:24]=[N:25][CH:26]=[C:27]([C:29]2[CH:34]=[CH:33][C:32]([C:35]([CH2:57][CH3:58])([C:38]3[CH:43]=[CH:42][C:41]([C:44]#[C:45][C:46]([CH2:54][CH3:55])([O:49][Si](C)(C)C)[CH2:47][CH3:48])=[C:40]([CH3:56])[CH:39]=3)[CH2:36][CH3:37])=[CH:31][C:30]=2[CH3:59])[CH:28]=1. (4) Given the product [CH:46]([OH:47])=[O:55].[C:1]([C:5]1[CH:9]=[C:8]([NH:10][C:11]([NH:13][C@@H:14]2[C:23]3[C:18](=[CH:19][CH:20]=[CH:21][CH:22]=3)[C@H:17]([O:24][C:25]3[CH:26]=[CH:27][C:28]4[N:29]([C:31]([N:34]5[CH2:39][CH2:38][CH2:37][CH2:36][C@@H:35]5[CH3:40])=[N:32][N:33]=4)[CH:30]=3)[CH2:16][CH2:15]2)=[O:12])[N:7]([C:41]2[CH:54]=[CH:53][CH:52]=[C:43]([O:44][CH2:45][CH2:46][N:58]3[CH2:59][CH2:60][CH2:61][O:55][CH2:56][CH2:57]3)[CH:42]=2)[N:6]=1)([CH3:2])([CH3:3])[CH3:4], predict the reactants needed to synthesize it. The reactants are: [C:1]([C:5]1[CH:9]=[C:8]([NH:10][C:11]([NH:13][C@@H:14]2[C:23]3[C:18](=[CH:19][CH:20]=[CH:21][CH:22]=3)[C@H:17]([O:24][C:25]3[CH:26]=[CH:27][C:28]4[N:29]([C:31]([N:34]5[CH2:39][CH2:38][CH2:37][CH2:36][C@@H:35]5[CH3:40])=[N:32][N:33]=4)[CH:30]=3)[CH2:16][CH2:15]2)=[O:12])[N:7]([C:41]2[CH:42]=[C:43]([CH:52]=[CH:53][CH:54]=2)[O:44][CH2:45][CH2:46][O:47]S(C)(=O)=O)[N:6]=1)([CH3:4])([CH3:3])[CH3:2].[O:55]1[CH:61]=[CH:60][CH:59]=[N:58][CH:57]=[CH:56]1.